The task is: Predict the reactants needed to synthesize the given product.. This data is from Full USPTO retrosynthesis dataset with 1.9M reactions from patents (1976-2016). (1) Given the product [CH2:1]([NH:9][C:10]([NH:12][C:13]1[CH:18]=[CH:17][C:16]([S:20]([Cl:19])(=[O:22])=[O:21])=[CH:15][CH:14]=1)=[O:11])[CH2:2][CH2:3][CH2:4][CH2:5][CH2:6][CH2:7][CH3:8], predict the reactants needed to synthesize it. The reactants are: [CH2:1]([NH:9][C:10]([NH:12][C:13]1[CH:18]=[CH:17][CH:16]=[CH:15][CH:14]=1)=[O:11])[CH2:2][CH2:3][CH2:4][CH2:5][CH2:6][CH2:7][CH3:8].[Cl:19][S:20](O)(=[O:22])=[O:21]. (2) Given the product [F:1][C:2]1[CH:14]=[CH:13][C:5]([CH2:6][C:7]2[S:11][C:10](=[NH:12])[N:9]([CH2:18][CH2:17][O:16][CH3:15])[CH:8]=2)=[CH:4][CH:3]=1, predict the reactants needed to synthesize it. The reactants are: [F:1][C:2]1[CH:14]=[CH:13][C:5]([CH2:6][C:7]2[S:11][C:10]([NH2:12])=[N:9][CH:8]=2)=[CH:4][CH:3]=1.[CH3:15][O:16][CH2:17][CH2:18]Br. (3) Given the product [NH:1]1[C:9]2[C:4](=[CH:5][CH:6]=[CH:7][CH:8]=2)[C:3]([NH:10][CH2:11][C:12]([NH:17][NH2:18])=[O:14])=[N:2]1, predict the reactants needed to synthesize it. The reactants are: [NH:1]1[C:9]2[C:4](=[CH:5][CH:6]=[CH:7][CH:8]=2)[C:3]([NH:10][CH2:11][C:12]([O:14]CC)=O)=[N:2]1.[NH2:17][NH2:18]. (4) Given the product [ClH:23].[F:22][C:19]1[CH:18]=[CH:17][C:16]([N:11]2[CH2:10][CH:9]3[CH2:15][CH2:14][CH:12]2[CH2:13][NH:8]3)=[CH:21][CH:20]=1, predict the reactants needed to synthesize it. The reactants are: C([N:8]1[CH2:13][CH:12]2[CH2:14][CH2:15][CH:9]1[CH2:10][N:11]2[C:16]1[CH:21]=[CH:20][C:19]([F:22])=[CH:18][CH:17]=1)C1C=CC=CC=1.[ClH:23].CO.